This data is from Catalyst prediction with 721,799 reactions and 888 catalyst types from USPTO. The task is: Predict which catalyst facilitates the given reaction. (1) Reactant: C[O:2][C:3](=O)[C:4]1[CH:9]=[CH:8][C:7]([O:10][CH3:11])=[N:6][CH:5]=1.[BH4-].[Na+]. Product: [CH3:11][O:10][C:7]1[N:6]=[CH:5][C:4]([CH2:3][OH:2])=[CH:9][CH:8]=1. The catalyst class is: 5. (2) Reactant: [CH3:1][O:2][C:3]1[CH:4]=[CH:5][C:6]2[C:10]([C:11]([OH:13])=O)=[CH:9][S:8][C:7]=2[CH:14]=1.Cl.[CH3:16][NH:17][O:18][CH3:19].C1C=CC2N(O)N=NC=2C=1.C(Cl)CCl.CCN(C(C)C)C(C)C. Product: [CH3:19][O:18][N:17]([CH3:16])[C:11]([C:10]1[C:6]2[CH:5]=[CH:4][C:3]([O:2][CH3:1])=[CH:14][C:7]=2[S:8][CH:9]=1)=[O:13]. The catalyst class is: 366. (3) Reactant: [OH-].[Na+].[CH3:3]I.[NH:5]1[CH:12]=[CH:11][C:9](=[O:10])[NH:8][C:6]1=[S:7]. Product: [CH3:3][S:7][C:6]1[NH:5][CH:12]=[CH:11][C:9](=[O:10])[N:8]=1. The catalyst class is: 8. (4) Reactant: C[O:2][C:3](=[O:25])[CH2:4][CH2:5][CH2:6][CH2:7][CH2:8][NH:9][C:10](=[O:24])[CH2:11][CH2:12][NH:13][C:14]([O:16][CH2:17][C:18]1[CH:23]=[CH:22][CH:21]=[CH:20][CH:19]=1)=[O:15].[OH-].[Na+]. Product: [CH2:17]([O:16][C:14]([NH:13][CH2:12][CH2:11][C:10]([NH:9][CH2:8][CH2:7][CH2:6][CH2:5][CH2:4][C:3]([OH:25])=[O:2])=[O:24])=[O:15])[C:18]1[CH:19]=[CH:20][CH:21]=[CH:22][CH:23]=1. The catalyst class is: 5. (5) Reactant: FC(F)(F)C(OC1C(F)=C(F)C(F)=C(F)C=1F)=O.[Cl:19][CH2:20][CH2:21][CH2:22][O:23][C:24]1[CH:33]=[C:32]2[C:27]([C:28]([NH:34][C:35]3[CH:36]=[N:37][N:38]([CH2:40][C:41](O)=[O:42])[CH:39]=3)=[N:29][CH:30]=[N:31]2)=[CH:26][CH:25]=1.N1C=CC=CC=1.[NH2:50][C:51]1[CH:56]=[CH:55][CH:54]=[CH:53][CH:52]=1.Cl. Product: [Cl:19][CH2:20][CH2:21][CH2:22][O:23][C:24]1[CH:33]=[C:32]2[C:27]([C:28]([NH:34][C:35]3[CH:36]=[N:37][N:38]([CH2:40][C:41]([NH:50][C:51]4[CH:56]=[CH:55][CH:54]=[CH:53][CH:52]=4)=[O:42])[CH:39]=3)=[N:29][CH:30]=[N:31]2)=[CH:26][CH:25]=1. The catalyst class is: 9.